This data is from Reaction yield outcomes from USPTO patents with 853,638 reactions. The task is: Predict the reaction yield, written as a fraction of the theoretical maximum amount of product (1.0 means a 100% yield; for example, 0.34 means a 34% yield). (1) The reactants are [CH3:1][O:2][C:3]1[CH:11]=[C:10]([O:12][CH3:13])[CH:9]=[CH:8][C:4]=1[C:5]([OH:7])=[O:6].[Br:14]Br. The catalyst is C(Cl)(Cl)Cl. The product is [Br:14][C:9]1[C:10]([O:12][CH3:13])=[CH:11][C:3]([O:2][CH3:1])=[C:4]([CH:8]=1)[C:5]([OH:7])=[O:6]. The yield is 0.780. (2) The reactants are [C:1]([O:5][C:6](=[O:16])[NH:7][CH2:8][C:9]1[CH:14]=[CH:13][C:12]([Br:15])=[CH:11][CH:10]=1)([CH3:4])([CH3:3])[CH3:2].[CH3:17]I. The catalyst is CN(C=O)C. The product is [C:1]([O:5][C:6](=[O:16])[N:7]([CH2:8][C:9]1[CH:10]=[CH:11][C:12]([Br:15])=[CH:13][CH:14]=1)[CH3:17])([CH3:4])([CH3:2])[CH3:3]. The yield is 0.980.